From a dataset of Full USPTO retrosynthesis dataset with 1.9M reactions from patents (1976-2016). Predict the reactants needed to synthesize the given product. (1) Given the product [C:1]([C:5]1[CH:6]=[CH:7][C:8]([S:11]([N:14]([C:15]2[CH:20]=[CH:19][CH:18]=[C:17]([N:21]([CH3:22])[CH3:23])[CH:16]=2)[CH2:24][C:25]([N:35]([CH2:36][CH2:37][OH:38])[CH2:34][C:29]2[CH:30]=[CH:31][CH:32]=[CH:33][N:28]=2)=[O:26])(=[O:12])=[O:13])=[CH:9][CH:10]=1)([CH3:3])([CH3:2])[CH3:4], predict the reactants needed to synthesize it. The reactants are: [C:1]([C:5]1[CH:10]=[CH:9][C:8]([S:11]([N:14]([CH2:24][C:25](O)=[O:26])[C:15]2[CH:20]=[CH:19][CH:18]=[C:17]([N:21]([CH3:23])[CH3:22])[CH:16]=2)(=[O:13])=[O:12])=[CH:7][CH:6]=1)([CH3:4])([CH3:3])[CH3:2].[N:28]1[CH:33]=[CH:32][CH:31]=[CH:30][C:29]=1[CH2:34][NH:35][CH2:36][CH2:37][OH:38]. (2) Given the product [Cl:1][C:2]1[CH:7]=[C:6]([O:8][C:9]([F:12])([F:11])[F:10])[CH:5]=[CH:4][C:3]=1[N:13]=[C:14]([Cl:27])[C:16]1[CH:21]=[CH:20][C:19]([S:22]([CH3:25])(=[O:24])=[O:23])=[CH:18][N:17]=1, predict the reactants needed to synthesize it. The reactants are: [Cl:1][C:2]1[CH:7]=[C:6]([O:8][C:9]([F:12])([F:11])[F:10])[CH:5]=[CH:4][C:3]=1[NH:13][C:14]([C:16]1[CH:21]=[CH:20][C:19]([S:22]([CH3:25])(=[O:24])=[O:23])=[CH:18][N:17]=1)=O.P(Cl)(Cl)(Cl)(Cl)[Cl:27].